Dataset: Full USPTO retrosynthesis dataset with 1.9M reactions from patents (1976-2016). Task: Predict the reactants needed to synthesize the given product. (1) Given the product [NH2:8][C:9]1[CH:10]=[C:11]([C:15]([NH:17][N:18]2[C:22]3[CH:23]=[CH:24][C:25]([NH:27][C:28]([C:30]4[N:31]([CH3:43])[CH:32]=[C:33]([NH2:35])[CH:34]=4)=[O:29])=[CH:26][C:21]=3[N:20]=[CH:19]2)=[O:16])[N:12]([CH3:14])[CH:13]=1, predict the reactants needed to synthesize it. The reactants are: C(OC([NH:8][C:9]1[CH:10]=[C:11]([C:15]([NH:17][N:18]2[C:22]3[CH:23]=[CH:24][C:25]([NH:27][C:28]([C:30]4[N:31]([CH3:43])[CH:32]=[C:33]([NH:35]C(OC(C)(C)C)=O)[CH:34]=4)=[O:29])=[CH:26][C:21]=3[N:20]=[CH:19]2)=[O:16])[N:12]([CH3:14])[CH:13]=1)=O)(C)(C)C. (2) Given the product [CH3:30][N:7]1[CH:8]=[C:9]([NH:10][C:11]([C:18]2[CH:19]=[CH:20][CH:21]=[CH:22][CH:23]=2)([C:24]2[CH:29]=[CH:28][CH:27]=[CH:26][CH:25]=2)[C:12]2[CH:13]=[CH:14][CH:15]=[CH:16][CH:17]=2)[C:5]([C:3]([OH:4])=[O:2])=[N:6]1, predict the reactants needed to synthesize it. The reactants are: C[O:2][C:3]([C:5]1[C:9]([NH:10][C:11]([C:24]2[CH:29]=[CH:28][CH:27]=[CH:26][CH:25]=2)([C:18]2[CH:23]=[CH:22][CH:21]=[CH:20][CH:19]=2)[C:12]2[CH:17]=[CH:16][CH:15]=[CH:14][CH:13]=2)=[CH:8][N:7]([CH3:30])[N:6]=1)=[O:4].[OH-].[Na+]. (3) Given the product [ClH:1].[F:37][C:34]1[CH:35]=[CH:36][C:31]([C:25]2[C:24]3[C:28](=[CH:29][CH:30]=[C:22]([NH:21][C:20]([C:17]4([NH2:39])[CH2:18][CH2:19][NH:15][CH2:16]4)=[O:38])[CH:23]=3)[NH:27][N:26]=2)=[CH:32][CH:33]=1, predict the reactants needed to synthesize it. The reactants are: [ClH:1].O1CCOCC1.C(OC([N:15]1[CH2:19][CH2:18][C:17]([NH2:39])([C:20](=[O:38])[NH:21][C:22]2[CH:23]=[C:24]3[C:28](=[CH:29][CH:30]=2)[NH:27][N:26]=[C:25]3[C:31]2[CH:36]=[CH:35][C:34]([F:37])=[CH:33][CH:32]=2)[CH2:16]1)=O)(C)(C)C. (4) Given the product [F:1][C:2]1[CH:24]=[CH:23][C:5]([O:6][CH2:7][C:8]2[N:9]=[C:10]3[S:17][C:16]([CH3:18])=[C:15]([C:19](=[O:21])[CH2:25][CH3:26])[N:11]3[C:12](=[O:14])[CH:13]=2)=[CH:4][CH:3]=1, predict the reactants needed to synthesize it. The reactants are: [F:1][C:2]1[CH:24]=[CH:23][C:5]([O:6][CH2:7][C:8]2[N:9]=[C:10]3[S:17][C:16]([CH3:18])=[C:15]([C:19]([O:21]C)=O)[N:11]3[C:12](=[O:14])[CH:13]=2)=[CH:4][CH:3]=1.[CH2:25]([Mg]Br)[CH3:26].